Dataset: Full USPTO retrosynthesis dataset with 1.9M reactions from patents (1976-2016). Task: Predict the reactants needed to synthesize the given product. Given the product [CH3:1][C:2]1([CH3:9])[O:6][CH:5]([CH2:7][O:8][C:30]2[CH:37]=[CH:36][C:33]([C:34]#[N:35])=[CH:32][CH:31]=2)[CH2:4][O:3]1, predict the reactants needed to synthesize it. The reactants are: [CH3:1][C:2]1([CH3:9])[O:6][CH:5]([CH2:7][OH:8])[CH2:4][O:3]1.C1(P(C2C=CC=CC=2)C2C=CC=CC=2)C=CC=CC=1.O[C:30]1[CH:37]=[CH:36][C:33]([C:34]#[N:35])=[CH:32][CH:31]=1.N(C(OCC)=O)=NC(OCC)=O.